Dataset: NCI-60 drug combinations with 297,098 pairs across 59 cell lines. Task: Regression. Given two drug SMILES strings and cell line genomic features, predict the synergy score measuring deviation from expected non-interaction effect. Synergy scores: CSS=51.8, Synergy_ZIP=0.337, Synergy_Bliss=-0.941, Synergy_Loewe=-24.2, Synergy_HSA=0.427. Drug 2: CC1CCCC2(C(O2)CC(NC(=O)CC(C(C(=O)C(C1O)C)(C)C)O)C(=CC3=CSC(=N3)C)C)C. Drug 1: C1=NC2=C(N=C(N=C2N1C3C(C(C(O3)CO)O)O)F)N. Cell line: 786-0.